Task: Predict the reactants needed to synthesize the given product.. Dataset: Retrosynthesis with 50K atom-mapped reactions and 10 reaction types from USPTO (1) Given the product CC(=O)O[C@@H](CC[C@H]1C(=O)N(c2ccc(C#Cc3cncn3C)cc2)[C@@H]1c1ccc(-c2ccc(C#CCC(C(=O)OCc3ccccc3)C(=O)OCc3ccccc3)cc2)cc1OCc1ccccc1)c1ccc(F)cc1, predict the reactants needed to synthesize it. The reactants are: C#Cc1cncn1C.CC(=O)O[C@@H](CC[C@H]1C(=O)N(c2ccc(OS(=O)(=O)C(F)(F)F)cc2)[C@@H]1c1ccc(-c2ccc(C#CCC(C(=O)OCc3ccccc3)C(=O)OCc3ccccc3)cc2)cc1OCc1ccccc1)c1ccc(F)cc1. (2) Given the product CC(C)(C)OC(=O)N1CCN(CCn2cnc(-c3cc4nccc(Oc5ccc(N)cc5F)c4s3)c2)CC1, predict the reactants needed to synthesize it. The reactants are: CC(C)(C)OC(=O)N1CCN(CCn2cnc(-c3cc4nccc(Cl)c4s3)c2)CC1.Nc1ccc(O)c(F)c1. (3) Given the product Cc1ccc(-c2c(C=O)c(C)nc(CC(C)C)c2CNC(=O)OC(C)(C)C)cc1, predict the reactants needed to synthesize it. The reactants are: Cc1ccc(-c2c(CO)c(C)nc(CC(C)C)c2CNC(=O)OC(C)(C)C)cc1. (4) The reactants are: CC(C)(C)OC(=O)N1CCC(N)CC1.CCOC(=O)Nc1cscc1C=O. Given the product CCOC(=O)Nc1cscc1CNC1CCN(C(=O)OC(C)(C)C)CC1, predict the reactants needed to synthesize it. (5) Given the product COc1ccc(CCOc2nccc(-c3cccc(C(=O)O)c3)n2)cc1OC, predict the reactants needed to synthesize it. The reactants are: CCOC(=O)c1cccc(-c2ccnc(OCCc3ccc(OC)c(OC)c3)n2)c1. (6) Given the product COCc1cc(Nc2cc(OC)ccc2Cl)nc(-c2cccc(C)c2)n1, predict the reactants needed to synthesize it. The reactants are: COCc1cc(Cl)nc(-c2cccc(C)c2)n1.COc1ccc(Cl)c(N)c1.